This data is from Full USPTO retrosynthesis dataset with 1.9M reactions from patents (1976-2016). The task is: Predict the reactants needed to synthesize the given product. (1) Given the product [F:38][C:35]1[CH:34]=[CH:33][C:32]([C:29]2[CH:30]=[CH:31][C:26]([S:23]([N:16]([CH2:17][CH2:18][C:19]([O:21][CH3:22])=[O:20])[C:11]3([C:9]([OH:10])=[O:8])[CH2:15][CH2:14][CH2:13][CH2:12]3)(=[O:24])=[O:25])=[CH:27][CH:28]=2)=[CH:37][CH:36]=1, predict the reactants needed to synthesize it. The reactants are: C([O:8][C:9]([C:11]1([N:16]([S:23]([C:26]2[CH:31]=[CH:30][C:29]([C:32]3[CH:37]=[CH:36][C:35]([F:38])=[CH:34][CH:33]=3)=[CH:28][CH:27]=2)(=[O:25])=[O:24])[CH2:17][CH2:18][C:19]([O:21][CH3:22])=[O:20])[CH2:15][CH2:14][CH2:13][CH2:12]1)=[O:10])C1C=CC=CC=1. (2) Given the product [F:1][C:2]1[CH:16]=[CH:15][CH:14]=[C:13]([F:17])[C:3]=1[O:4][C:5]1[CH:12]=[CH:11][C:8]([C:9]([OH:20])=[O:10])=[CH:7][CH:6]=1, predict the reactants needed to synthesize it. The reactants are: [F:1][C:2]1[CH:16]=[CH:15][CH:14]=[C:13]([F:17])[C:3]=1[O:4][C:5]1[CH:12]=[CH:11][C:8]([CH:9]=[O:10])=[CH:7][CH:6]=1.CC(C)=[O:20]. (3) Given the product [C:1]1([C:13]2[C:14](=[O:28])[NH:15][C:16](=[O:27])[C:17]=2[C:18]2[C:26]3[C:21](=[CH:22][CH:23]=[CH:24][CH:25]=3)[NH:20][CH:19]=2)[C:11]2=[C:12]3[C:7](=[CH:8][CH:9]=[CH:10]2)[CH2:6][CH2:5][CH2:4][N:3]3[CH:2]=1, predict the reactants needed to synthesize it. The reactants are: [C:1]1([C@H:13]2[C@@H:17]([C:18]3[C:26]4[C:21](=[CH:22][CH:23]=[CH:24][CH:25]=4)[NH:20][CH:19]=3)[C:16](=[O:27])[NH:15][C:14]2=[O:28])[C:11]2=[C:12]3[C:7](=[CH:8][CH:9]=[CH:10]2)[CH2:6][CH2:5][CH2:4][N:3]3[CH:2]=1.N1C2C(=CC=CC=2)CCC1.N1C2C(=CC=CC=2)C(CC(N)=O)=C1.COC(=O)C=O. (4) Given the product [Cl:49][C:16]1[CH:15]=[C:14]([N:11]2[CH2:10][CH2:9][NH:8][CH2:13][CH2:12]2)[C:23]2[O:22][CH2:21][CH2:20][N:19]([S:38]([C:34]3[CH:35]=[CH:36][CH:37]=[C:32]([S:29]([CH3:28])(=[O:31])=[O:30])[CH:33]=3)(=[O:40])=[O:39])[C:18]=2[CH:17]=1, predict the reactants needed to synthesize it. The reactants are: C(OC([N:8]1[CH2:13][CH2:12][N:11]([C:14]2[C:23]3[O:22][CH2:21][CH2:20][NH:19][C:18]=3[CH:17]=[C:16](C(C)(C)C)[CH:15]=2)[CH2:10][CH2:9]1)=O)(C)(C)C.[CH3:28][S:29]([C:32]1[CH:33]=[C:34]([S:38](Cl)(=[O:40])=[O:39])[CH:35]=[CH:36][CH:37]=1)(=[O:31])=[O:30].FC(F)(F)C(O)=O.[ClH:49]. (5) Given the product [Br:1][C:2]1[C:19]([NH:20][CH3:21])=[N:18][C:5]2[CH2:6][CH2:7][NH:8][CH2:9][CH:10]([CH3:11])[C:4]=2[CH:3]=1, predict the reactants needed to synthesize it. The reactants are: [Br:1][C:2]1[C:19]([NH:20][CH3:21])=[N:18][C:5]2[CH2:6][CH2:7][N:8](C(=O)C(F)(F)F)[CH2:9][CH:10]([CH3:11])[C:4]=2[CH:3]=1.C([O-])([O-])=O.[K+].[K+].CO. (6) Given the product [Si:36]([O:35][C@H:23]1[C@H:24]([NH:27][C:28](=[O:29])[O:30][C:31]([CH3:34])([CH3:33])[CH3:32])[CH2:25][CH2:26][N:21]([CH2:20][CH2:19][N:10]2[C:11]3[C:6](=[CH:5][CH:4]=[C:3]([O:2][CH3:1])[CH:12]=3)[N:7]=[CH:8][C:9]2=[O:13])[CH2:22]1)([C:39]([CH3:42])([CH3:41])[CH3:40])([CH3:38])[CH3:37], predict the reactants needed to synthesize it. The reactants are: [CH3:1][O:2][C:3]1[CH:12]=[C:11]2[C:6]([N:7]=[CH:8][C:9](=[O:13])[NH:10]2)=[CH:5][CH:4]=1.CS(O[CH2:19][CH2:20][N:21]1[CH2:26][CH2:25][C@@H:24]([NH:27][C:28]([O:30][C:31]([CH3:34])([CH3:33])[CH3:32])=[O:29])[C@H:23]([O:35][Si:36]([C:39]([CH3:42])([CH3:41])[CH3:40])([CH3:38])[CH3:37])[CH2:22]1)(=O)=O.[H-].[Na+].CO[C@@H]1[C@H](NC(=O)OC(C)(C)C)CCN(CCN2C3C(=CC=C(OC)C=3)N=CC2=O)C1.